Dataset: Merck oncology drug combination screen with 23,052 pairs across 39 cell lines. Task: Regression. Given two drug SMILES strings and cell line genomic features, predict the synergy score measuring deviation from expected non-interaction effect. (1) Drug 1: CN1C(=O)C=CC2(C)C3CCC4(C)C(NC(=O)OCC(F)(F)F)CCC4C3CCC12. Drug 2: COc1cc(C2c3cc4c(cc3C(OC3OC5COC(C)OC5C(O)C3O)C3COC(=O)C23)OCO4)cc(OC)c1O. Cell line: SW620. Synergy scores: synergy=13.3. (2) Drug 1: O=C(NOCC(O)CO)c1ccc(F)c(F)c1Nc1ccc(I)cc1F. Drug 2: CCc1c2c(nc3ccc(O)cc13)-c1cc3c(c(=O)n1C2)COC(=O)C3(O)CC. Cell line: HT144. Synergy scores: synergy=19.1. (3) Drug 1: NC1(c2ccc(-c3nc4ccn5c(=O)[nH]nc5c4cc3-c3ccccc3)cc2)CCC1. Drug 2: COC1=C2CC(C)CC(OC)C(O)C(C)C=C(C)C(OC(N)=O)C(OC)C=CC=C(C)C(=O)NC(=CC1=O)C2=O. Cell line: EFM192B. Synergy scores: synergy=-39.3. (4) Drug 1: C#Cc1cccc(Nc2ncnc3cc(OCCOC)c(OCCOC)cc23)c1. Drug 2: COC1=C2CC(C)CC(OC)C(O)C(C)C=C(C)C(OC(N)=O)C(OC)C=CC=C(C)C(=O)NC(=CC1=O)C2=O. Cell line: LNCAP. Synergy scores: synergy=18.1. (5) Drug 1: CNC(=O)c1cc(Oc2ccc(NC(=O)Nc3ccc(Cl)c(C(F)(F)F)c3)cc2)ccn1. Drug 2: CCc1cnn2c(NCc3ccc[n+]([O-])c3)cc(N3CCCCC3CCO)nc12. Cell line: EFM192B. Synergy scores: synergy=-8.39. (6) Drug 1: O=c1[nH]cc(F)c(=O)[nH]1. Drug 2: NC1(c2ccc(-c3nc4ccn5c(=O)[nH]nc5c4cc3-c3ccccc3)cc2)CCC1. Cell line: RKO. Synergy scores: synergy=22.0. (7) Drug 1: CN(C)C(=N)N=C(N)N. Drug 2: CC(C)CC(NC(=O)C(Cc1ccccc1)NC(=O)c1cnccn1)B(O)O. Cell line: A427. Synergy scores: synergy=-16.5. (8) Drug 1: N#Cc1ccc(Cn2cncc2CN2CCN(c3cccc(Cl)c3)C(=O)C2)cc1. Drug 2: Cn1nnc2c(C(N)=O)ncn2c1=O. Cell line: HT29. Synergy scores: synergy=5.44.